This data is from Peptide-MHC class I binding affinity with 185,985 pairs from IEDB/IMGT. The task is: Regression. Given a peptide amino acid sequence and an MHC pseudo amino acid sequence, predict their binding affinity value. This is MHC class I binding data. (1) The MHC is HLA-A01:01 with pseudo-sequence HLA-A01:01. The peptide sequence is KINAWIKVV. The binding affinity (normalized) is 0.0292. (2) The peptide sequence is FERDISNVPF. The MHC is HLA-B18:01 with pseudo-sequence HLA-B18:01. The binding affinity (normalized) is 0.680.